Dataset: Forward reaction prediction with 1.9M reactions from USPTO patents (1976-2016). Task: Predict the product of the given reaction. (1) Given the reactants [CH3:1][O:2][C:3]1[CH:25]=[CH:24][C:6]2[N:7]=[C:8]([NH:10][C@H:11]3[CH2:16][CH2:15][CH2:14][N:13](C(OC(C)(C)C)=O)[CH2:12]3)[S:9][C:5]=2[CH:4]=1.Cl.O1CCOCC1, predict the reaction product. The product is: [CH3:1][O:2][C:3]1[CH:25]=[CH:24][C:6]2[N:7]=[C:8]([NH:10][C@H:11]3[CH2:16][CH2:15][CH2:14][NH:13][CH2:12]3)[S:9][C:5]=2[CH:4]=1. (2) The product is: [C:27]([C:31]1[N:32]=[C:33]([N:40]2[CH2:44][CH2:43][C@H:42]([OH:45])[CH2:41]2)[C:34]2[C:35](=[N:37][N:38]([CH2:60][C:54]3[C:53]([Cl:52])=[CH:58][CH:57]=[C:56]([Cl:59])[N:55]=3)[N:39]=2)[N:36]=1)([CH3:29])([CH3:30])[CH3:28]. Given the reactants C(C1N=C(N2CC[C@H](O)C2)C2C(=NN(CC3C(C)=NON=3)N=2)N=1)(C)(C)C.[C:27]([C:31]1[N:32]=[C:33]([N:40]2[CH2:44][CH2:43][C@H:42]([O:45]C(=O)C(F)(F)F)[CH2:41]2)[C:34]2[N:39]=[N:38][NH:37][C:35]=2[N:36]=1)([CH3:30])([CH3:29])[CH3:28].[Cl:52][C:53]1[C:54]([CH2:60]Cl)=[N:55][C:56]([Cl:59])=[CH:57][CH:58]=1, predict the reaction product. (3) Given the reactants Cl.Cl[CH2:3][CH2:4][N:5]1[CH2:9][CH2:8][CH2:7][CH2:6]1.[C:10]([C:12]1([NH:15][C:16]([C@@H:18]2[CH2:23][CH2:22][CH2:21][CH2:20][C@H:19]2[C:24]([N:26]2[CH2:39][CH2:38][C:29]3[NH:30][C:31]4[C:32]([OH:37])=[CH:33][CH:34]=[CH:35][C:36]=4[C:28]=3[CH2:27]2)=[O:25])=[O:17])[CH2:14][CH2:13]1)#[N:11].C(=O)([O-])[O-].[K+].[K+], predict the reaction product. The product is: [C:10]([C:12]1([NH:15][C:16]([C@@H:18]2[CH2:23][CH2:22][CH2:21][CH2:20][C@H:19]2[C:24]([N:26]2[CH2:39][CH2:38][C:29]3[NH:30][C:31]4[C:32]([O:37][CH2:3][CH2:4][N:5]5[CH2:9][CH2:8][CH2:7][CH2:6]5)=[CH:33][CH:34]=[CH:35][C:36]=4[C:28]=3[CH2:27]2)=[O:25])=[O:17])[CH2:14][CH2:13]1)#[N:11]. (4) Given the reactants C[O:2][C:3]([C:5]1[N:6]=[C:7]([CH:10]([CH3:12])[CH3:11])[S:8][CH:9]=1)=O.[NH3:13], predict the reaction product. The product is: [CH:10]([C:7]1[S:8][CH:9]=[C:5]([C:3]([NH2:13])=[O:2])[N:6]=1)([CH3:12])[CH3:11].